Dataset: Catalyst prediction with 721,799 reactions and 888 catalyst types from USPTO. Task: Predict which catalyst facilitates the given reaction. (1) Reactant: [F:1][C:2]1[CH:3]=[CH:4][C:5]([O:11][CH3:12])=[C:6]([C@H:8]([OH:10])[CH3:9])[CH:7]=1.N[N:14]1[CH:19]=[C:18](Br)[CH:17]=[C:16]([Cl:21])[NH:15]1.C[Si](C)(C)[N-:24][Si](C)(C)C.[Na+]. Product: [Cl:21][C:16]1[N:15]=[N:14][C:19]([NH2:24])=[C:18]([O:10][C@@H:8]([C:6]2[CH:7]=[C:2]([F:1])[CH:3]=[CH:4][C:5]=2[O:11][CH3:12])[CH3:9])[CH:17]=1. The catalyst class is: 7. (2) Reactant: [C:1]([O:5][C:6](=[O:36])[NH:7][C:8]1([C:16]#[C:17][C:18]2[CH:23]=[CH:22][C:21]([O:24][CH2:25][CH2:26][C:27]3[CH:28]4[CH2:33][CH:30]([CH2:31][CH:32]=3)[C:29]4([CH3:35])[CH3:34])=[CH:20][CH:19]=2)[CH2:13][O:12][C:11]([CH3:15])([CH3:14])[O:10][CH2:9]1)([CH3:4])([CH3:3])[CH3:2]. Product: [C:1]([O:5][C:6](=[O:36])[NH:7][C:8]1([CH2:16][CH2:17][C:18]2[CH:19]=[CH:20][C:21]([O:24][CH2:25][CH2:26][C:27]3[CH:28]4[CH2:33][CH:30]([CH2:31][CH:32]=3)[C:29]4([CH3:35])[CH3:34])=[CH:22][CH:23]=2)[CH2:13][O:12][C:11]([CH3:15])([CH3:14])[O:10][CH2:9]1)([CH3:2])([CH3:3])[CH3:4]. The catalyst class is: 50. (3) Reactant: C(OC(=O)/C=C/C1C=[CH:13][CH:12]=[C:11](/[CH:15]=[CH:16]/[C:17]([C:19]2[CH:24]=[CH:23][CH:22]=[C:21]([N:25]3[CH2:30][CH2:29][N:28]([CH:31]([CH3:33])[CH3:32])[CH2:27][CH2:26]3)[CH:20]=2)=[O:18])[N:10]=1)(C)(C)C.[C:35]([OH:41])([C:37]([F:40])([F:39])[F:38])=[O:36].C1C=CC2[N:50]([OH:51])N=NC=2C=1.C(Cl)CCl.NO[CH:58]1[CH2:63][CH2:62][CH2:61][CH2:60][O:59]1. Product: [OH:51][NH:50][C:60](=[O:59])/[CH:61]=[CH:62]/[C:63]1[CH:58]=[CH:13][CH:12]=[C:11](/[CH:15]=[CH:16]/[C:17]([C:19]2[CH:24]=[CH:23][CH:22]=[C:21]([N:25]3[CH2:30][CH2:29][N:28]([CH:31]([CH3:33])[CH3:32])[CH2:27][CH2:26]3)[CH:20]=2)=[O:18])[N:10]=1.[F:38][C:37]([F:40])([F:39])[C:35]([O-:41])=[O:36]. The catalyst class is: 2. (4) Reactant: [CH:1]1([CH2:6][OH:7])[CH2:5][CH:4]=[CH:3][CH2:2]1.[H-].[Na+].[CH3:10][O:11][C:12]1[CH:19]=[CH:18][C:15]([CH2:16]Cl)=[CH:14][CH:13]=1. Product: [CH:1]1([CH2:6][O:7][CH2:16][C:15]2[CH:18]=[CH:19][C:12]([O:11][CH3:10])=[CH:13][CH:14]=2)[CH2:5][CH:4]=[CH:3][CH2:2]1. The catalyst class is: 9. (5) Reactant: [N:1]([C:4]1[S:5][C:6]([C:10]([NH:12][CH2:13][C:14]2[CH:19]=[CH:18][CH:17]=[CH:16][CH:15]=2)=[O:11])=[C:7]([CH3:9])[N:8]=1)=[N+:2]=[N-:3].C(N(CC)C(C)C)(C)C.[C:29]1([C:35]#[CH:36])[CH:34]=[CH:33][CH:32]=[CH:31][CH:30]=1. Product: [CH2:13]([NH:12][C:10]([C:6]1[S:5][C:4]([N:1]2[CH:36]=[C:35]([C:29]3[CH:34]=[CH:33][CH:32]=[CH:31][CH:30]=3)[N:3]=[N:2]2)=[N:8][C:7]=1[CH3:9])=[O:11])[C:14]1[CH:19]=[CH:18][CH:17]=[CH:16][CH:15]=1. The catalyst class is: 804. (6) Product: [N+:8]([C:4]1[CH:3]=[C:2]([N:11]2[CH2:16][CH2:15][NH:14][CH2:13][CH2:12]2)[CH:7]=[CH:6][CH:5]=1)([O-:10])=[O:9]. Reactant: F[C:2]1[CH:3]=[C:4]([N+:8]([O-:10])=[O:9])[CH:5]=[CH:6][CH:7]=1.[NH:11]1[CH2:16][CH2:15][NH:14][CH2:13][CH2:12]1. The catalyst class is: 179. (7) Reactant: CCCC[N+](CCCC)(CCCC)CCCC.[F-].C1COCC1.C[Si]([C:28]#[C:29][C:30]1[CH:35]=[CH:34][CH:33]=[CH:32][C:31]=1[CH2:36][C:37]([NH2:39])=[O:38])(C)C.C(O)(=O)C.C([O-])(O)=O.[Na+]. Product: [C:29]([C:30]1[CH:35]=[CH:34][CH:33]=[CH:32][C:31]=1[CH2:36][C:37]([NH2:39])=[O:38])#[CH:28]. The catalyst class is: 2. (8) The catalyst class is: 73. Reactant: Br[C:2]1[CH:6]=[CH:5][O:4][C:3]=1[C:7]([OH:9])=[O:8].[C:10]1(B(O)O)[CH:15]=[CH:14][CH:13]=[CH:12][CH:11]=1.C([O-])(O)=O.[Na+]. Product: [C:10]1([C:2]2[CH:6]=[CH:5][O:4][C:3]=2[C:7]([OH:9])=[O:8])[CH:15]=[CH:14][CH:13]=[CH:12][CH:11]=1. (9) Reactant: [Cl:1][C:2]1[CH:7]=[CH:6][C:5](/[CH:8]=[CH:9]/[C:10]([OH:12])=O)=[C:4]([CH2:13][N:14]2[N:18]=[N:17][C:16]([CH3:19])=[N:15]2)[CH:3]=1.[N:20]1[N:21]([CH:25]2[CH2:30][CH2:29][NH:28][CH2:27][CH2:26]2)[N:22]=[CH:23][CH:24]=1.CCN(C(C)C)C(C)C.C(P1(=O)OP(CCC)(=O)OP(CCC)(=O)O1)CC. Product: [N:20]1[N:21]([CH:25]2[CH2:30][CH2:29][N:28]([C:10](=[O:12])/[CH:9]=[CH:8]/[C:5]3[CH:6]=[CH:7][C:2]([Cl:1])=[CH:3][C:4]=3[CH2:13][N:14]3[N:18]=[N:17][C:16]([CH3:19])=[N:15]3)[CH2:27][CH2:26]2)[N:22]=[CH:23][CH:24]=1. The catalyst class is: 3.